This data is from Full USPTO retrosynthesis dataset with 1.9M reactions from patents (1976-2016). The task is: Predict the reactants needed to synthesize the given product. (1) The reactants are: [C:1]([O:5][C:6]([N:8]1[C@H:13]([C:14](O)=O)[CH:12]2[CH2:17][CH2:18][CH:9]1[CH2:10][CH2:11]2)=[O:7])([CH3:4])([CH3:3])[CH3:2].C(N(CC)CC)C.ClC(OCC(C)C)=O.[NH2:34][C:35]1[CH:39]=[C:38]([Br:40])[S:37][C:36]=1[C:41]([NH2:43])=[O:42]. Given the product [Br:40][C:38]1[S:37][C:36]2[C:41](=[O:42])[NH:43][C:14]([C@@H:13]3[CH:12]4[CH2:17][CH2:18][CH:9]([CH2:10][CH2:11]4)[N:8]3[C:6]([O:5][C:1]([CH3:4])([CH3:3])[CH3:2])=[O:7])=[N:34][C:35]=2[CH:39]=1, predict the reactants needed to synthesize it. (2) Given the product [CH2:15]([O:17][C:18]([C:20]1([CH2:34][O:14][C:11]2[CH:12]=[CH:13][C:8]([C:5]3[CH:4]=[CH:3][C:2]([Cl:1])=[CH:7][N:6]=3)=[CH:9][CH:10]=2)[CH2:24][CH2:23][N:22]([C:25](=[O:33])[C:26]2[CH:27]=[CH:28][C:29]([Cl:32])=[CH:30][CH:31]=2)[CH2:21]1)=[O:19])[CH3:16], predict the reactants needed to synthesize it. The reactants are: [Cl:1][C:2]1[CH:3]=[CH:4][C:5]([C:8]2[CH:13]=[CH:12][C:11]([OH:14])=[CH:10][CH:9]=2)=[N:6][CH:7]=1.[CH2:15]([O:17][C:18]([C:20]1([CH2:34]I)[CH2:24][CH2:23][N:22]([C:25](=[O:33])[C:26]2[CH:31]=[CH:30][C:29]([Cl:32])=[CH:28][CH:27]=2)[CH2:21]1)=[O:19])[CH3:16].